This data is from Forward reaction prediction with 1.9M reactions from USPTO patents (1976-2016). The task is: Predict the product of the given reaction. (1) Given the reactants [C:1]([OH:7])([C:3]([F:6])([F:5])[F:4])=[O:2].C(OC([N:15]1[CH2:18][CH:17]([NH:19][C:20](=[O:37])[CH2:21][NH:22][C:23]2[C:31]3[C:26](=[CH:27][CH:28]=[C:29]([C:32]([F:35])([F:34])[F:33])[CH:30]=3)[N:25]([CH3:36])[N:24]=2)[CH2:16]1)=O)(C)(C)C, predict the reaction product. The product is: [OH:7][C:1]([C:3]([F:6])([F:5])[F:4])=[O:2].[NH:15]1[CH2:16][CH:17]([NH:19][C:20](=[O:37])[CH2:21][NH:22][C:23]2[C:31]3[C:26](=[CH:27][CH:28]=[C:29]([C:32]([F:33])([F:35])[F:34])[CH:30]=3)[N:25]([CH3:36])[N:24]=2)[CH2:18]1. (2) Given the reactants [O:1]1[C:5]2[CH:6]=[CH:7][CH:8]=[CH:9][C:4]=2[C:3]([CH2:10][CH2:11][C:12](O)=O)=[CH:2]1.[O:15]1[C:19]2C=CC=CC=2C(CCCC#N)=C1.[OH-:29].[K+].O, predict the reaction product. The product is: [O:1]1[C:5]2[CH:6]=[CH:7][CH:8]=[CH:9][C:4]=2[C:3]([CH2:10][CH2:11][CH2:12][C:19]([OH:15])=[O:29])=[CH:2]1.